This data is from Forward reaction prediction with 1.9M reactions from USPTO patents (1976-2016). The task is: Predict the product of the given reaction. (1) Given the reactants [CH3:1][O:2][C:3]([C:5]1[S:6][C:7]([S:30][CH3:31])=[C:8]([S:10]([C:13]2[CH:18]=[C:17]([N+:19]([O-])=O)[C:16]([NH:22][C:23]3[CH:28]=[CH:27][CH:26]=[CH:25][CH:24]=3)=[C:15]([Br:29])[CH:14]=2)(=[O:12])=[O:11])[CH:9]=1)=[O:4].[CH3:32]COC(C)=O, predict the reaction product. The product is: [CH3:1][O:2][C:3]([C:5]1[S:6][C:7]([S:30][CH3:31])=[C:8]([S:10]([C:13]2[CH:14]=[C:15]([Br:29])[C:16]3[N:22]([C:23]4[CH:28]=[CH:27][CH:26]=[CH:25][CH:24]=4)[CH:32]=[N:19][C:17]=3[CH:18]=2)(=[O:12])=[O:11])[CH:9]=1)=[O:4]. (2) Given the reactants [NH:1]1[C:9]2[C:4](=[CH:5][CH:6]=[N:7][CH:8]=2)[C:3]([C:10](=[O:14])[C:11]([O-:13])=O)=[CH:2]1.[K+].[C:16]([N:24]1[CH2:29][CH2:28][NH:27][C@H:26]([CH3:30])[CH2:25]1)(=[O:23])[C:17]1[CH:22]=[CH:21][CH:20]=[CH:19][CH:18]=1, predict the reaction product. The product is: [C:16]([N:24]1[CH2:29][CH2:28][N:27]([C:11](=[O:13])[C:10]([C:3]2[C:4]3[C:9](=[CH:8][N:7]=[CH:6][CH:5]=3)[NH:1][CH:2]=2)=[O:14])[C@H:26]([CH3:30])[CH2:25]1)(=[O:23])[C:17]1[CH:18]=[CH:19][CH:20]=[CH:21][CH:22]=1.